Dataset: Forward reaction prediction with 1.9M reactions from USPTO patents (1976-2016). Task: Predict the product of the given reaction. (1) Given the reactants Cl[C:2]1C=CC=C(C(OO)=O)C=1.[S:12]([O-:16])([O-])(=O)=[O:13].[Mg+2].[CH3:18][O:19][C:20]1[CH:21]=[C:22]([C:27]2[C:31]([C:32]3[CH:37]=[CH:36][N:35]=[C:34](SC)[N:33]=3)=[CH:30][N:29]([CH2:40][C:41]#[N:42])[N:28]=2)[CH:23]=[C:24]([CH3:26])[CH:25]=1, predict the reaction product. The product is: [CH3:2][S:12]([C:34]1[N:33]=[C:32]([C:31]2[C:27]([C:22]3[CH:23]=[C:24]([CH3:26])[CH:25]=[C:20]([O:19][CH3:18])[CH:21]=3)=[N:28][N:29]([CH2:40][C:41]#[N:42])[CH:30]=2)[CH:37]=[CH:36][N:35]=1)(=[O:16])=[O:13]. (2) Given the reactants Br[CH2:2][C:3]([C:5]1[CH:10]=[CH:9][CH:8]=[CH:7][CH:6]=1)=O.[CH3:11][O:12][C:13]1[CH:21]=[CH:20][C:16]([C:17]([NH2:19])=[S:18])=[CH:15][CH:14]=1, predict the reaction product. The product is: [CH3:11][O:12][C:13]1[CH:21]=[CH:20][C:16]([C:17]2[S:18][CH:2]=[C:3]([C:5]3[CH:10]=[CH:9][CH:8]=[CH:7][CH:6]=3)[N:19]=2)=[CH:15][CH:14]=1. (3) Given the reactants [C:1]([N:4]([CH2:27][CH:28]1[CH2:30][CH2:29]1)[C:5]1[CH:26]=[CH:25][C:8]([O:9][C:10]2[CH:11]=[C:12]([CH:16]=[C:17]([O:19][C@@H:20]([CH3:24])[CH2:21][O:22][CH3:23])[CH:18]=2)[C:13](O)=[O:14])=[CH:7][CH:6]=1)(=[O:3])[CH3:2].C(Cl)(=O)C(Cl)=O.ClCCl.CN(C=O)C.[NH2:45][C:46]1[CH:50]=[CH:49][N:48]([C:51]([O:53][C:54]([CH3:57])([CH3:56])[CH3:55])=[O:52])[N:47]=1, predict the reaction product. The product is: [C:1]([N:4]([CH2:27][CH:28]1[CH2:30][CH2:29]1)[C:5]1[CH:26]=[CH:25][C:8]([O:9][C:10]2[CH:11]=[C:12]([CH:16]=[C:17]([O:19][C@@H:20]([CH3:24])[CH2:21][O:22][CH3:23])[CH:18]=2)[C:13]([NH:45][C:46]2[CH:50]=[CH:49][N:48]([C:51]([O:53][C:54]([CH3:57])([CH3:56])[CH3:55])=[O:52])[N:47]=2)=[O:14])=[CH:7][CH:6]=1)(=[O:3])[CH3:2]. (4) Given the reactants [F:1][C:2]([F:23])([F:22])[C:3]1[CH:4]=[C:5]([CH2:20]O)[CH:6]=[CH:7][C:8]=1[O:9][C:10]1[CH:15]=[CH:14][CH:13]=[C:12]([C:16]([F:19])([F:18])[F:17])[CH:11]=1.S(Cl)([Cl:26])=O, predict the reaction product. The product is: [Cl:26][CH2:20][C:5]1[CH:6]=[CH:7][C:8]([O:9][C:10]2[CH:15]=[CH:14][CH:13]=[C:12]([C:16]([F:19])([F:18])[F:17])[CH:11]=2)=[C:3]([C:2]([F:23])([F:22])[F:1])[CH:4]=1. (5) Given the reactants C(O[C:4]([C:6]1[C:7]2[N:8]=[CH:9][CH:10]=[N:11][C:12]=2[C:13]([C:16]2[C:21]([F:22])=[C:20]([O:23][CH3:24])[CH:19]=[C:18]([O:25][CH3:26])[C:17]=2[F:27])=[CH:14][CH:15]=1)=[O:5])C.CO.C1COCC1.[CH3:35][N:36]([CH3:46])[CH2:37][C:38]1[N:39]=[C:40]([N+:43]([O-])=O)[NH:41][CH:42]=1, predict the reaction product. The product is: [CH3:35][N:36]([CH2:37][C:38]1[N:39]=[C:40]([NH:43][C:4]([C:6]2[C:7]3[N:8]=[CH:9][CH:10]=[N:11][C:12]=3[C:13]([C:16]3[C:17]([F:27])=[C:18]([O:25][CH3:26])[CH:19]=[C:20]([O:23][CH3:24])[C:21]=3[F:22])=[CH:14][CH:15]=2)=[O:5])[NH:41][CH:42]=1)[CH3:46].